This data is from Forward reaction prediction with 1.9M reactions from USPTO patents (1976-2016). The task is: Predict the product of the given reaction. The product is: [Br:1][C:2]1[C:9]([O:10][CH3:11])=[C:8]([O:12][CH3:13])[CH:7]=[C:6]([N+:20]([O-:21])=[O:19])[C:3]=1[C:4]#[N:5]. Given the reactants [Br:1][C:2]1[C:9]([O:10][CH3:11])=[C:8]([O:12][CH3:13])[CH:7]=[CH:6][C:3]=1[C:4]#[N:5].F[B-](F)(F)F.[O:19]=[N+:20]=[O:21], predict the reaction product.